From a dataset of Forward reaction prediction with 1.9M reactions from USPTO patents (1976-2016). Predict the product of the given reaction. (1) Given the reactants [Cl:1][C:2]1[CH:7]=[CH:6][C:5]([C:8]2([NH:11][C:12]3[N:17]=[C:16]([O:18][CH2:19][C:20]([F:23])([F:22])[F:21])[N:15]=[C:14]([NH:24][C:25]4[CH:33]=[CH:32][C:28]([C:29](Cl)=[O:30])=[CH:27][CH:26]=4)[N:13]=3)[CH2:10][CH2:9]2)=[CH:4][CH:3]=1.[NH2:34][C@H:35]([C:43]([OH:45])=[O:44])[CH2:36][CH2:37][CH2:38][NH:39][C:40](=[NH:42])[NH2:41], predict the reaction product. The product is: [Cl:1][C:2]1[CH:7]=[CH:6][C:5]([C:8]2([NH:11][C:12]3[N:17]=[C:16]([O:18][CH2:19][C:20]([F:23])([F:21])[F:22])[N:15]=[C:14]([NH:24][C:25]4[CH:26]=[CH:27][C:28]([C:29]([NH:34][C@@H:35]([CH2:36][CH2:37][CH2:38][NH:39][C:40]([NH2:42])=[NH:41])[C:43]([OH:45])=[O:44])=[O:30])=[CH:32][CH:33]=4)[N:13]=3)[CH2:9][CH2:10]2)=[CH:4][CH:3]=1. (2) Given the reactants OS(O)(=O)=O.[N+:6]([O-:9])(O)=[O:7].[CH2:10]([C:12]1[CH:17]=[CH:16][CH:15]=[CH:14][N+:13]=1[O-:18])[CH3:11], predict the reaction product. The product is: [CH2:10]([C:12]1[CH:17]=[C:16]([N+:6]([O-:9])=[O:7])[CH:15]=[CH:14][N+:13]=1[O-:18])[CH3:11]. (3) The product is: [N:1]1[CH:6]=[CH:5][C:4]([CH2:7][CH2:8][CH2:9][NH2:10])=[CH:3][CH:2]=1. Given the reactants [N:1]1[CH:6]=[CH:5][C:4]([CH2:7][CH2:8][CH2:9][N:10]2C(=O)C3=CC=CC=C3C2=O)=[CH:3][CH:2]=1.O.NN, predict the reaction product. (4) Given the reactants [CH3:1][CH2:2][C:3](=[O:12])[CH2:4][C:5](=[O:11])[CH2:6][CH2:7][CH:8]=[CH:9][CH3:10].C([O-])(=[O:15])C.C([O-])(=O)C.C([O-])(=O)C.[Cl:25][C:26]1[CH:40]=[CH:39][C:29]([C:30]2[CH:31]=[CH:32][C:33]([CH2:37][CH3:38])=C([Pb+3])[CH:35]=2)=[CH:28][CH:27]=1.C(Cl)(Cl)Cl.Cl, predict the reaction product. The product is: [Cl:25][C:26]1[CH:40]=[CH:39][C:29]([C:30]2[CH:31]=[CH:32][C:33]([CH2:37][CH3:38])=[C:1]([CH:2]3[C:3](=[O:12])[CH:4]4[CH:9]([CH:8]5[O:11][CH:5]4[CH:6]=[CH:7]5)[C:10]3=[O:15])[CH:35]=2)=[CH:28][CH:27]=1. (5) Given the reactants O1[C:5]2([CH2:10][CH2:9][N:8]([C:11]3([CH3:24])[CH2:16][CH2:15][N:14]([C:17]([O:19][C:20]([CH3:23])([CH3:22])[CH3:21])=[O:18])[CH2:13][CH2:12]3)[CH2:7][CH2:6]2)[O:4]CC1.Cl.[OH-].[Na+].CC(OC(OC(OC(C)(C)C)=O)=O)(C)C, predict the reaction product. The product is: [CH3:24][C:11]1([N:8]2[CH2:7][CH2:6][C:5](=[O:4])[CH2:10][CH2:9]2)[CH2:12][CH2:13][N:14]([C:17]([O:19][C:20]([CH3:21])([CH3:22])[CH3:23])=[O:18])[CH2:15][CH2:16]1. (6) The product is: [Cl:1][C:2]1[CH:3]=[CH:4][C:5]([CH2:6][NH:7][C:8]([C:10]2[C:11](=[O:31])[C:12]3[CH:19]=[C:18]([CH2:20][O:21][CH2:22][CH:23]([NH:36][CH2:34][CH3:35])[C:24]4[CH:25]=[CH:26][CH:27]=[CH:28][CH:29]=4)[S:17][C:13]=3[N:14]([CH3:16])[CH:15]=2)=[O:9])=[CH:32][CH:33]=1. Given the reactants [Cl:1][C:2]1[CH:33]=[CH:32][C:5]([CH2:6][NH:7][C:8]([C:10]2[C:11](=[O:31])[C:12]3[CH:19]=[C:18]([CH2:20][O:21][CH2:22][C:23](=O)[C:24]4[CH:29]=[CH:28][CH:27]=[CH:26][CH:25]=4)[S:17][C:13]=3[N:14]([CH3:16])[CH:15]=2)=[O:9])=[CH:4][CH:3]=1.[CH2:34]([NH2:36])[CH3:35].CCOC(C)=O, predict the reaction product. (7) Given the reactants [C:1]([O:5][C:6]([NH:8][C:9]12[CH2:16][CH2:15][C:12]([C:17](O)=[O:18])([CH2:13][CH2:14]1)[CH2:11][CH2:10]2)=[O:7])([CH3:4])([CH3:3])[CH3:2].[NH2:20][C:21]1[CH:26]=[CH:25][C:24]([C:27]([F:30])([F:29])[F:28])=[CH:23][C:22]=1[F:31], predict the reaction product. The product is: [C:1]([O:5][C:6]([NH:8][C:9]12[CH2:10][CH2:11][C:12]([C:17]([NH:20][C:21]3[CH:26]=[CH:25][C:24]([C:27]([F:28])([F:29])[F:30])=[CH:23][C:22]=3[F:31])=[O:18])([CH2:15][CH2:16]1)[CH2:13][CH2:14]2)=[O:7])([CH3:2])([CH3:4])[CH3:3].